This data is from Full USPTO retrosynthesis dataset with 1.9M reactions from patents (1976-2016). The task is: Predict the reactants needed to synthesize the given product. (1) Given the product [CH3:41][N:42]([CH3:57])[CH2:43][CH2:44][N:45]([CH3:56])[C:46]1[S:47][C:48]2[CH:54]=[C:53]([NH:55][C:12]([C:11]3[CH:10]=[CH:9][C:8]([C:5]4[CH:4]=[CH:3][C:2]([F:1])=[CH:7][CH:6]=4)=[CH:16][CH:15]=3)=[O:14])[CH:52]=[CH:51][C:49]=2[N:50]=1, predict the reactants needed to synthesize it. The reactants are: [F:1][C:2]1[CH:7]=[CH:6][C:5]([C:8]2[CH:16]=[CH:15][C:11]([C:12]([OH:14])=O)=[CH:10][CH:9]=2)=[CH:4][CH:3]=1.CN(C(ON1N=NC2C=CC=NC1=2)=[N+](C)C)C.F[P-](F)(F)(F)(F)F.[CH3:41][N:42]([CH3:57])[CH2:43][CH2:44][N:45]([CH3:56])[C:46]1[S:47][C:48]2[CH:54]=[C:53]([NH2:55])[CH:52]=[CH:51][C:49]=2[N:50]=1.CCN(C(C)C)C(C)C. (2) Given the product [Br:48][C:49]1[CH:50]=[CH:51][C:52]([CH3:61])=[C:53]([CH:60]=1)[O:54][CH:55]([CH3:59])[C:56]([NH:1][C:2]1[CH:3]=[CH:4][C:5]([CH:8]([C:15]#[C:16][CH3:17])[CH2:9][C:10]([O:12][CH2:13][CH3:14])=[O:11])=[CH:6][CH:7]=1)=[O:57], predict the reactants needed to synthesize it. The reactants are: [NH2:1][C:2]1[CH:7]=[CH:6][C:5]([CH:8]([C:15]#[C:16][CH3:17])[CH2:9][C:10]([O:12][CH2:13][CH3:14])=[O:11])=[CH:4][CH:3]=1.C(N1CCOCC1)C.C1C=C2N=NN(O)C2=CC=1.O.CCN=C=NCCCN(C)C.[Br:48][C:49]1[CH:50]=[CH:51][C:52]([CH3:61])=[C:53]([CH:60]=1)[O:54][CH:55]([CH3:59])[C:56](O)=[O:57]. (3) The reactants are: [C:1]1(=O)OC(=O)C=C1.C(O)(=O)/C=C\C(O)=O.[C:16]([O:23][CH3:24])(=[O:22])/[CH:17]=[CH:18]\[C:19]([O-:21])=[O:20]. Given the product [C:19]([O:21][CH3:1])(=[O:20])/[CH:18]=[CH:17]\[C:16]([O:23][CH3:24])=[O:22], predict the reactants needed to synthesize it. (4) The reactants are: C(O[C:4]([C:6]1[C:7]2[CH2:8][C@H:9]3[CH2:22][C@H:10]3[C:11]=2[N:12]([C:14]2[CH:19]=[CH:18][C:17]([F:20])=[CH:16][C:15]=2[F:21])[N:13]=1)=[O:5])C.CN(C(ON1N=NC2C=CC=NC1=2)=[N+](C)C)C.F[P-](F)(F)(F)(F)F.CCN(C(C)C)C(C)C.[CH3:56][O:57][C:58]1[N:63]=[CH:62][C:61]([C:64]([NH2:67])([CH3:66])[CH3:65])=[CH:60][CH:59]=1. Given the product [O:57]([C:58]1[N:63]=[CH:62][C:61]([C:64]([NH:67][C:4]([C:6]2[C:7]3[CH2:8][C@H:9]4[CH2:22][C@H:10]4[C:11]=3[N:12]([C:14]3[CH:19]=[CH:18][C:17]([F:20])=[CH:16][C:15]=3[F:21])[N:13]=2)=[O:5])([CH3:65])[CH3:66])=[CH:60][CH:59]=1)[CH3:56], predict the reactants needed to synthesize it.